Dataset: Forward reaction prediction with 1.9M reactions from USPTO patents (1976-2016). Task: Predict the product of the given reaction. Given the reactants [CH3:1]C([O-])(C)C.[K+].[Si:7]([O:14][C@H:15]1[CH2:20][CH2:19][C@@:18]([C@H:22]2[CH2:30][CH2:29][C@@:28]3([CH3:31])[C@@H:24]([CH:25]=[CH:26][C:27]3=O)[C@@H:23]2[CH2:33][O:34][Si:35]([C:38]([CH3:41])([CH3:40])[CH3:39])([CH3:37])[CH3:36])([CH3:21])[C@@H:17]([CH2:42][O:43][Si:44]([C:47]([CH3:50])([CH3:49])[CH3:48])([CH3:46])[CH3:45])[CH2:16]1)([C:10]([CH3:13])([CH3:12])[CH3:11])([CH3:9])[CH3:8], predict the reaction product. The product is: [C:38]([Si:35]([O:34][CH2:33][C@@H:23]1[C@@H:22]([C@@:18]2([CH3:21])[CH2:19][CH2:20][C@H:15]([O:14][Si:7]([C:10]([CH3:12])([CH3:11])[CH3:13])([CH3:8])[CH3:9])[CH2:16][C@@H:17]2[CH2:42][O:43][Si:44]([C:47]([CH3:48])([CH3:50])[CH3:49])([CH3:46])[CH3:45])[CH2:30][CH2:29][C@@:28]2([CH3:31])[C@H:24]1[CH:25]=[CH:26][C:27]2=[CH2:1])([CH3:37])[CH3:36])([CH3:40])([CH3:39])[CH3:41].